Dataset: Full USPTO retrosynthesis dataset with 1.9M reactions from patents (1976-2016). Task: Predict the reactants needed to synthesize the given product. (1) Given the product [CH2:68]([O:67][C:61]1[CH:60]=[C:59]([CH:64]=[CH:63][C:62]=1[O:65][CH3:66])[CH2:58][C:55]1[NH:54][C:53](=[O:70])[C:52]([CH:49]([NH:48][C:5](=[O:7])[CH:4]([CH:2]([OH:1])[CH3:3])[CH2:8][CH2:9][CH2:10][C:11]2[CH:16]=[CH:15][CH:14]=[CH:13][CH:12]=2)[CH2:50][CH3:51])=[N:57][N:56]=1)[CH3:69], predict the reactants needed to synthesize it. The reactants are: [OH:1][CH:2]([CH:4]([CH2:8][CH2:9][CH2:10][C:11]1[CH:16]=[CH:15][CH:14]=[CH:13][CH:12]=1)[C:5]([OH:7])=O)[CH3:3].ON1C2C=CC=CC=2N=N1.C(N(C(C)C)C(C)C)C.Cl.CN(C)CCCN=C=NCC.[NH2:48][CH:49]([C:52]1[C:53](=[O:70])[NH:54][C:55]([CH2:58][C:59]2[CH:64]=[CH:63][C:62]([O:65][CH3:66])=[C:61]([O:67][CH2:68][CH3:69])[CH:60]=2)=[N:56][N:57]=1)[CH2:50][CH3:51]. (2) The reactants are: [OH:1][C@@H:2]1[C@@H:10]([C@@H:11]([O:16][CH3:17])[C:12]([F:15])([F:14])[F:13])[O:9][C@H:8]2[C@H:4]([N:5]=[C:6]([N:18](C)[C:19](=O)OC(C)(C)C)[S:7]2)[C@H:3]1[OH:27].C[Mg]Cl. Given the product [CH3:19][NH:18][C:6]1[S:7][C@H:8]2[O:9][C@H:10]([C@@H:11]([O:16][CH3:17])[C:12]([F:13])([F:14])[F:15])[C@@H:2]([OH:1])[C@H:3]([OH:27])[C@H:4]2[N:5]=1, predict the reactants needed to synthesize it. (3) Given the product [CH2:33]([N:25]([CH2:24][C:7]([F:14])([F:13])[C:8]([O:10][CH2:11][CH3:12])=[O:9])[CH2:26][CH2:27][C:28]([O:30][CH2:31][CH3:32])=[O:29])[C:34]1[CH:39]=[CH:38][CH:37]=[CH:36][CH:35]=1, predict the reactants needed to synthesize it. The reactants are: Cl[Si](C)(C)C.Br[C:7]([F:14])([F:13])[C:8]([O:10][CH2:11][CH3:12])=[O:9].N1([CH2:24][N:25]([CH2:33][C:34]2[CH:39]=[CH:38][CH:37]=[CH:36][CH:35]=2)[CH2:26][CH2:27][C:28]([O:30][CH2:31][CH3:32])=[O:29])C2C=CC=CC=2N=N1.O.